From a dataset of Ames mutagenicity test results for genotoxicity prediction. Regression/Classification. Given a drug SMILES string, predict its toxicity properties. Task type varies by dataset: regression for continuous values (e.g., LD50, hERG inhibition percentage) or binary classification for toxic/non-toxic outcomes (e.g., AMES mutagenicity, cardiotoxicity, hepatotoxicity). Dataset: ames. (1) The molecule is Cc1c(NO)cc([N+](=O)[O-])cc1[N+](=O)[O-]. The result is 1 (mutagenic). (2) The drug is Cc1ccc(/N=C/N=C/N(C)c2ccc(C)cc2C)c(C)c1. The result is 0 (non-mutagenic). (3) The drug is c1ccc2c(c1)cc1ccc3cccc4c5ccccc5c2c1c34. The result is 1 (mutagenic). (4) The compound is Cc1cc([N+](=O)[O-])ccc1[N+](=O)[O-]. The result is 1 (mutagenic). (5) The molecule is CCc1c2ccccc2c(C)c2c1ccc1ccccc12. The result is 0 (non-mutagenic). (6) The drug is c1ccc(-c2ccccn2)nc1. The result is 1 (mutagenic). (7) The molecule is O=C(O)c1cccc2cccnc12. The result is 0 (non-mutagenic).